The task is: Predict which catalyst facilitates the given reaction.. This data is from Catalyst prediction with 721,799 reactions and 888 catalyst types from USPTO. Reactant: I[C:2]1[CH:3]=[C:4]([CH:10]=[CH:11][CH:12]=1)[C:5]([O:7][CH2:8][CH3:9])=[O:6].C([Mg]Br)(C)C.[CH:18]([C@@H:20]1[CH2:25][CH2:24][CH2:23][CH2:22][N:21]1[C:26]([O:28][C:29]([CH3:32])([CH3:31])[CH3:30])=[O:27])=[O:19].[Cl-].[NH4+]. Product: [CH2:8]([O:7][C:5]([C:4]1[CH:3]=[C:2]([CH:18]([OH:19])[C@@H:20]2[CH2:25][CH2:24][CH2:23][CH2:22][N:21]2[C:26]([O:28][C:29]([CH3:31])([CH3:30])[CH3:32])=[O:27])[CH:12]=[CH:11][CH:10]=1)=[O:6])[CH3:9]. The catalyst class is: 7.